This data is from Full USPTO retrosynthesis dataset with 1.9M reactions from patents (1976-2016). The task is: Predict the reactants needed to synthesize the given product. (1) Given the product [Cl:19][C:15]1[CH:16]=[CH:17][CH:18]=[C:13]([CH2:12][O:7][C:5]([CH3:8])([CH3:6])[C:4]([F:10])([F:9])[F:3])[CH:14]=1, predict the reactants needed to synthesize it. The reactants are: [H-].[Na+].[F:3][C:4]([F:10])([F:9])[C:5]([CH3:8])([OH:7])[CH3:6].Br[CH2:12][C:13]1[CH:18]=[CH:17][CH:16]=[C:15]([Cl:19])[CH:14]=1.O. (2) Given the product [CH2:38]([O:45][N:46]1[C:52](=[O:53])[N:51]2[CH2:54][C@H:47]1[CH2:48][CH2:49][C@H:50]2[C:55]([NH:26][NH:25][C:27](=[O:37])[CH2:28][NH:29][C:30](=[O:36])[O:31][C:32]([CH3:33])([CH3:34])[CH3:35])=[O:56])[C:39]1[CH:40]=[CH:41][CH:42]=[CH:43][CH:44]=1, predict the reactants needed to synthesize it. The reactants are: CN(C(ON1N=NC2C=CC=NC1=2)=[N+](C)C)C.F[P-](F)(F)(F)(F)F.[NH:25]([C:27](=[O:37])[CH2:28][NH:29][C:30](=[O:36])[O:31][C:32]([CH3:35])([CH3:34])[CH3:33])[NH2:26].[CH2:38]([O:45][N:46]1[C:52](=[O:53])[N:51]2[CH2:54][C@H:47]1[CH2:48][CH2:49][C@H:50]2[C:55](O)=[O:56])[C:39]1[CH:44]=[CH:43][CH:42]=[CH:41][CH:40]=1.CCN(C(C)C)C(C)C. (3) The reactants are: [CH3:1][C:2]1[S:3][C:4]([C:13]([OH:15])=O)=[C:5]([C:7]2[CH:12]=[CH:11][CH:10]=[CH:9][CH:8]=2)[N:6]=1.Cl.C[N:18]([CH3:27])CCCN=C=NCC.[OH2:28].O[N:30]1[C:34]2[CH:35]=[CH:36][CH:37]=[CH:38][C:33]=2N=N1.[CH2:39]([N:41](CC)[CH2:42][CH3:43])[CH3:40]. Given the product [CH3:1][C:2]1[S:3][C:4]([C:13]([N:41]2[CH2:42][CH2:43][N:30]([C:34]3[CH:33]=[C:38]([CH:37]=[CH:36][CH:35]=3)[C:27]([NH2:18])=[O:28])[CH2:40][CH2:39]2)=[O:15])=[C:5]([C:7]2[CH:8]=[CH:9][CH:10]=[CH:11][CH:12]=2)[N:6]=1, predict the reactants needed to synthesize it. (4) Given the product [NH:21]1[CH:25]=[C:24]([C:2]2[CH:3]=[CH:4][C:5]3[N:6]([CH:8]=[CH:9][N:10]=3)[CH:7]=2)[CH:23]=[N:22]1, predict the reactants needed to synthesize it. The reactants are: I[C:2]1[CH:3]=[CH:4][C:5]2[N:6]([CH:8]=[CH:9][N:10]=2)[CH:7]=1.CN(C)C=O.C(=O)([O-])O.[Na+].[NH:21]1[CH:25]=[C:24](B(O)O)[CH:23]=[N:22]1. (5) Given the product [Br:10][C:11]1[N:21]=[C:14]2[CH:15]=[CH:16][CH:17]=[C:18]([CH2:19][N:34]3[CH2:35][CH2:36][NH:31][C:32](=[O:37])[CH2:33]3)[N:13]2[N:12]=1, predict the reactants needed to synthesize it. The reactants are: CS(OS(C)(=O)=O)(=O)=O.[Br:10][C:11]1[N:21]=[C:14]2[CH:15]=[CH:16][CH:17]=[C:18]([CH2:19]O)[N:13]2[N:12]=1.C(N(CC)C(C)C)(C)C.[NH:31]1[CH2:36][CH2:35][NH:34][CH2:33][C:32]1=[O:37]. (6) Given the product [F:1][C:2]1[CH:3]=[C:4]2[C:8](=[CH:9][CH:10]=1)[N:7]([CH2:11][C:12]([O:14][CH3:15])=[O:13])[C:6]([CH3:16])=[C:5]2[CH2:17][C:18]1[CH:23]=[CH:22][C:21](=[O:24])[N:20]([CH2:26][C:27]2[CH:32]=[CH:31][C:30]([C:33]([OH:36])([CH3:34])[CH3:35])=[CH:29][CH:28]=2)[N:19]=1, predict the reactants needed to synthesize it. The reactants are: [F:1][C:2]1[CH:3]=[C:4]2[C:8](=[CH:9][CH:10]=1)[N:7]([CH2:11][C:12]([O:14][CH3:15])=[O:13])[C:6]([CH3:16])=[C:5]2[CH2:17][C:18]1[CH:23]=[CH:22][C:21](=[O:24])[NH:20][N:19]=1.Br[CH2:26][C:27]1[CH:32]=[CH:31][C:30]([C:33]([OH:36])([CH3:35])[CH3:34])=[CH:29][CH:28]=1.C(=O)([O-])[O-].[K+].[K+].C1(N2C(=O)C3C(=CC=CC=3)C(C3C4C(=CC=C(F)C=4)N(CC(O)=O)C=3C)=N2)CC1.